From a dataset of Full USPTO retrosynthesis dataset with 1.9M reactions from patents (1976-2016). Predict the reactants needed to synthesize the given product. Given the product [CH3:1][O:2][C:3]1[CH:4]=[CH:5][C:6]([NH:9][C:10](=[O:18])[C:11]2[CH:16]=[CH:15][CH:14]=[CH:13][C:12]=2[N:17]2[C:32](=[O:31])[C:20]3[CH:19]=[C:28]4[CH:27]=[CH:26][CH:25]=[CH:24][C:23]4=[CH:22][C:21]=3[C:29]2=[O:30])=[CH:7][CH:8]=1, predict the reactants needed to synthesize it. The reactants are: [CH3:1][O:2][C:3]1[CH:8]=[CH:7][C:6]([NH:9][C:10](=[O:18])[C:11]2[CH:16]=[CH:15][CH:14]=[CH:13][C:12]=2[NH2:17])=[CH:5][CH:4]=1.[CH:19]1[C:28]2[C:23](=[CH:24][CH:25]=[CH:26][CH:27]=2)[CH:22]=[C:21]2[C:29]([O:31][C:32](=O)[C:20]=12)=[O:30].